Dataset: Reaction yield outcomes from USPTO patents with 853,638 reactions. Task: Predict the reaction yield, written as a fraction of the theoretical maximum amount of product (1.0 means a 100% yield; for example, 0.34 means a 34% yield). (1) The reactants are [CH:1]1([CH2:6][CH:7]([C:11]2[CH:16]=[CH:15][C:14]([S:17]([CH3:20])(=[O:19])=[O:18])=[C:13]([C:21]([F:24])([F:23])[F:22])[CH:12]=2)[C:8](O)=[O:9])[CH2:5][CH2:4][CH2:3][CH2:2]1.BrN1C(=O)CCC1=O.[NH2:33][C:34]1[CH:39]=[CH:38][CH:37]=[CH:36][N:35]=1. The catalyst is C(Cl)Cl.N1C=CC=CC=1. The product is [CH:1]1([CH2:6][CH:7]([C:11]2[CH:16]=[CH:15][C:14]([S:17]([CH3:20])(=[O:18])=[O:19])=[C:13]([C:21]([F:22])([F:23])[F:24])[CH:12]=2)[C:8]([NH:33][C:34]2[CH:39]=[CH:38][CH:37]=[CH:36][N:35]=2)=[O:9])[CH2:2][CH2:3][CH2:4][CH2:5]1. The yield is 0.615. (2) The catalyst is O. The yield is 0.922. The reactants are Cl.[F:2][C:3]1[CH:17]=[CH:16][C:6]2[C:7]([CH:10]3[CH2:15][CH2:14][NH:13][CH2:12][CH2:11]3)=[N:8][O:9][C:5]=2[CH:4]=1.Cl[CH2:19][CH2:20][C:21]1[C:26](=[O:27])[N:25]2[CH2:28][CH2:29][CH2:30][CH2:31][C:24]2=[N:23][C:22]=1[CH3:32].C(=O)([O-])[O-].[Na+].[Na+]. The product is [F:2][C:3]1[CH:17]=[CH:16][C:6]2[C:7]([CH:10]3[CH2:11][CH2:12][N:13]([CH2:19][CH2:20][C:21]4[C:26](=[O:27])[N:25]5[CH2:28][CH2:29][CH2:30][CH2:31][C:24]5=[N:23][C:22]=4[CH3:32])[CH2:14][CH2:15]3)=[N:8][O:9][C:5]=2[CH:4]=1. (3) The reactants are [Cl:1][C:2]1[N:3]=[C:4](Cl)[C:5]2[S:10][CH:9]=[CH:8][C:6]=2[N:7]=1.[NH:12]1[CH2:17][CH2:16][O:15][CH2:14][CH2:13]1. The catalyst is CO. The product is [Cl:1][C:2]1[N:3]=[C:4]([N:12]2[CH2:17][CH2:16][O:15][CH2:14][CH2:13]2)[C:5]2[S:10][CH:9]=[CH:8][C:6]=2[N:7]=1. The yield is 1.00.